Dataset: Catalyst prediction with 721,799 reactions and 888 catalyst types from USPTO. Task: Predict which catalyst facilitates the given reaction. (1) Reactant: [CH3:1][C:2]1[O:6][N:5]=[C:4]([C:7]2[CH:12]=[CH:11][C:10]([NH2:13])=[CH:9][CH:8]=2)[N:3]=1.[CH3:14][O:15][C:16]1[CH:17]=[C:18]([CH:21]=[C:22]([CH2:26][O:27][Si:28]([CH:35]([CH3:37])[CH3:36])([CH:32]([CH3:34])[CH3:33])[CH:29]([CH3:31])[CH3:30])[C:23]=1[O:24][CH3:25])[CH:19]=O.C[Si]([C:42]#[N:43])(C)C.C(S([O-])(=O)=O)(F)(F)F.C(S([O-])(=O)=O)(F)(F)F.C(S([O-])(=O)=O)(F)(F)F.[Yb+3]. Product: [CH3:14][O:15][C:16]1[CH:17]=[C:18]([CH:19]([NH:13][C:10]2[CH:11]=[CH:12][C:7]([C:4]3[N:3]=[C:2]([CH3:1])[O:6][N:5]=3)=[CH:8][CH:9]=2)[C:42]#[N:43])[CH:21]=[C:22]([CH2:26][O:27][Si:28]([CH:35]([CH3:37])[CH3:36])([CH:32]([CH3:34])[CH3:33])[CH:29]([CH3:30])[CH3:31])[C:23]=1[O:24][CH3:25]. The catalyst class is: 4. (2) Reactant: [CH:1]([Mg]Cl)([CH3:3])[CH3:2].[N:6]1[CH:11]=[CH:10][CH:9]=[CH:8][C:7]=1[CH:12]=[O:13]. Product: [CH3:2][CH:1]([CH3:3])[CH:12]([C:7]1[CH:8]=[CH:9][CH:10]=[CH:11][N:6]=1)[OH:13]. The catalyst class is: 1. (3) Reactant: [C:1]([NH2:9])(=[O:8])[C:2]1[CH:7]=[CH:6][CH:5]=[CH:4][CH:3]=1.Br[CH2:11][C:12](=O)[C:13]([O:15][CH2:16][CH3:17])=[O:14]. Product: [CH2:16]([O:15][C:13]([C:12]1[N:9]=[C:1]([C:2]2[CH:7]=[CH:6][CH:5]=[CH:4][CH:3]=2)[O:8][CH:11]=1)=[O:14])[CH3:17]. The catalyst class is: 857. (4) Reactant: [Cl:1][C:2]1[CH:3]=[C:4]([N:12]([CH2:22][CH3:23])[C@H:13]2[CH2:18][CH2:17][C@H:16]([N:19]([CH3:21])[CH3:20])[CH2:15][CH2:14]2)[C:5]([CH3:11])=[C:6]([CH:10]=1)[C:7]([OH:9])=O.[NH2:24][CH2:25][C:26]1[C:31](=[O:32])[N:30]2[NH:33][CH:34]=[CH:35][C:29]2=[N:28][C:27]=1[CH3:36].C(N(CC)CC)C.C1CN([P+](ON2N=NC3C=CC=CC2=3)(N2CCCC2)N2CCCC2)CC1.F[P-](F)(F)(F)(F)F. Product: [Cl:1][C:2]1[CH:3]=[C:4]([N:12]([C@H:13]2[CH2:14][CH2:15][C@H:16]([N:19]([CH3:21])[CH3:20])[CH2:17][CH2:18]2)[CH2:22][CH3:23])[C:5]([CH3:11])=[C:6]([CH:10]=1)[C:7]([NH:24][CH2:25][C:26]1[C:31](=[O:32])[N:30]2[NH:33][CH:34]=[CH:35][C:29]2=[N:28][C:27]=1[CH3:36])=[O:9]. The catalyst class is: 16. (5) Reactant: [CH3:1][O:2][C:3]([C:5]1[CH:10]=[CH:9][CH:8]=[CH:7][C:6]=1[N:11]1[CH2:16][CH2:15][CH2:14][CH:13]([CH2:17][N:18]2C(=O)C3=CC=CC=C3C2=O)[CH2:12]1)=[O:4].O.NN. Product: [NH2:18][CH2:17][CH:13]1[CH2:14][CH2:15][CH2:16][N:11]([C:6]2[CH:7]=[CH:8][CH:9]=[CH:10][C:5]=2[C:3]([O:2][CH3:1])=[O:4])[CH2:12]1. The catalyst class is: 24. (6) Reactant: [Br:1][C:2]1[CH:3]=[N:4][C:5]([O:8]N2C3=NC=CC=C3N=N2)=[N:6][CH:7]=1.C([CH2:21][C:22]1[CH:27]=[CH:26][C:25](B(O)O)=[CH:24][CH:23]=1)(O)=O.[C:31]([O-])([O-])=[O:32].[Cs+].[Cs+].C[O:38]CCOC. Product: [CH3:31][O:32][C:21](=[O:38])[C:22]1[CH:23]=[CH:24][C:25]([O:8][C:5]2[N:6]=[CH:7][C:2]([Br:1])=[CH:3][N:4]=2)=[CH:26][CH:27]=1. The catalyst class is: 73. (7) Reactant: [CH3:1][O:2][C:3]1[CH:8]=[CH:7][CH:6]=[CH:5][C:4]=1[CH2:9][NH:10][C:11](=[O:31])[O:12][CH2:13][C@H:14]1[CH2:18][C@@H:17]([NH:19][S:20]([C:23]2[CH:28]=[C:27]([Br:29])[CH:26]=[CH:25][C:24]=2[Br:30])(=[O:22])=[O:21])[CH2:16][NH:15]1.C[CH2:33][N:34](C(C)C)C(C)C.BrC#N.C(O)C(N)(CO)CO. Product: [CH3:1][O:2][C:3]1[CH:8]=[CH:7][CH:6]=[CH:5][C:4]=1[CH2:9][NH:10][C:11](=[O:31])[O:12][CH2:13][C@H:14]1[CH2:18][C@@H:17]([NH:19][S:20]([C:23]2[CH:28]=[C:27]([Br:29])[CH:26]=[CH:25][C:24]=2[Br:30])(=[O:21])=[O:22])[CH2:16][N:15]1[C:33]#[N:34]. The catalyst class is: 2.